From a dataset of Forward reaction prediction with 1.9M reactions from USPTO patents (1976-2016). Predict the product of the given reaction. (1) Given the reactants [CH3:1][N:2]1[CH2:7][CH2:6][N:5]([C:8]2[N:13]3[CH:14]=[C:15]([CH2:17][N:18]4[C@H:31]5[C@H:22]([CH2:23][CH2:24][C:25]6[C:30]5=[N:29][CH:28]=[CH:27][CH:26]=6)[CH2:21][CH2:20][CH2:19]4)[N:16]=[C:12]3[CH:11]=[CH:10][CH:9]=2)[CH2:4][CH2:3]1.[NH:32]1[CH2:37][CH2:36][CH2:35][CH2:34][CH2:33]1.[C:38](O)(=O)C.C=O, predict the reaction product. The product is: [CH3:1][N:2]1[CH2:3][CH2:4][N:5]([C:8]2[N:13]3[C:14]([CH2:38][N:32]4[CH2:37][CH2:36][CH2:35][CH2:34][CH2:33]4)=[C:15]([CH2:17][N:18]4[C@H:31]5[C@H:22]([CH2:23][CH2:24][C:25]6[C:30]5=[N:29][CH:28]=[CH:27][CH:26]=6)[CH2:21][CH2:20][CH2:19]4)[N:16]=[C:12]3[CH:11]=[CH:10][CH:9]=2)[CH2:6][CH2:7]1. (2) Given the reactants [N:1]1([CH2:5][CH2:6][N:7]2[CH:11]=[C:10]([C:12]3[CH:13]=[N:14][CH:15]=[C:16]([C:18](F)(F)F)[CH:17]=3)[N:9]=[C:8]2[CH:22]2[CH2:27][CH2:26][N:25]([C:28]3[N:33]=[CH:32][N:31]=[C:30]([NH2:34])[C:29]=3[CH2:35][CH3:36])[CH2:24][CH2:23]2)[CH2:4][CH2:3][CH2:2]1.N1(CCN2C=C(C3C=NC=C(C)C=3)N=C2C2CCNCC2)CCC1, predict the reaction product. The product is: [N:1]1([CH2:5][CH2:6][N:7]2[CH:11]=[C:10]([C:12]3[CH:13]=[N:14][CH:15]=[C:16]([CH3:18])[CH:17]=3)[N:9]=[C:8]2[CH:22]2[CH2:27][CH2:26][N:25]([C:28]3[N:33]=[CH:32][N:31]=[C:30]([NH2:34])[C:29]=3[CH2:35][CH3:36])[CH2:24][CH2:23]2)[CH2:4][CH2:3][CH2:2]1. (3) Given the reactants [CH2:1]([C:5]1[C:9]([CH2:10][O:11][C:12]2[CH:20]=[CH:19][C:15]([C:16]([OH:18])=O)=[CH:14][N:13]=2)=[C:8]([CH3:21])[O:7][N:6]=1)[CH2:2][CH2:3][CH3:4].[CH3:22][N:23]([CH3:25])[NH2:24].F[B-](F)(F)F.N1(OC(N(C)C)=[N+](C)C)C2C=CC=CC=2N=N1.C(N(CC)C(C)C)(C)C, predict the reaction product. The product is: [CH3:22][N:23]([CH3:25])[NH:24][C:16](=[O:18])[C:15]1[CH:19]=[CH:20][C:12]([O:11][CH2:10][C:9]2[C:5]([CH2:1][CH2:2][CH2:3][CH3:4])=[N:6][O:7][C:8]=2[CH3:21])=[N:13][CH:14]=1.